This data is from Catalyst prediction with 721,799 reactions and 888 catalyst types from USPTO. The task is: Predict which catalyst facilitates the given reaction. (1) Reactant: [O:1]1[C:5]2([CH2:10][CH2:9][CH:8]([CH2:11][CH2:12]O)[CH2:7][CH2:6]2)[O:4][CH2:3][CH2:2]1.C1(P(C2C=CC=CC=2)C2C=CC=CC=2)C=CC=CC=1.N1C=CN=C1.[I:38]I. Product: [I:38][CH2:12][CH2:11][CH:8]1[CH2:9][CH2:10][C:5]2([O:4][CH2:3][CH2:2][O:1]2)[CH2:6][CH2:7]1. The catalyst class is: 11. (2) Reactant: C1(P(C2CCCCC2)C2C=CC=CC=2C2C(C(C)C)=CC(C(C)C)=CC=2C(C)C)CCCCC1.[O:35]1[CH2:40][CH2:39][N:38]([C:41]2[C:46]([NH2:47])=[CH:45][C:44]([N:48]3[CH2:53][CH2:52][O:51][CH2:50][CH2:49]3)=[CH:43][N:42]=2)[CH2:37][CH2:36]1.Cl[C:55]1[C:64]2[C:59](=[CH:60][C:61]([F:66])=[CH:62][C:63]=2[F:65])[N:58]=[C:57]([C:67]2[CH:75]=[CH:74][CH:73]=[C:72]3[C:68]=2[CH:69]=[CH:70][N:71]3[CH3:76])[C:56]=1[CH3:77].CC(C)([O-])C.[Na+]. Product: [O:35]1[CH2:40][CH2:39][N:38]([C:41]2[C:46]([NH:47][C:55]3[C:64]4[C:59](=[CH:60][C:61]([F:66])=[CH:62][C:63]=4[F:65])[N:58]=[C:57]([C:67]4[CH:75]=[CH:74][CH:73]=[C:72]5[C:68]=4[CH:69]=[CH:70][N:71]5[CH3:76])[C:56]=3[CH3:77])=[CH:45][C:44]([N:48]3[CH2:49][CH2:50][O:51][CH2:52][CH2:53]3)=[CH:43][N:42]=2)[CH2:37][CH2:36]1. The catalyst class is: 101.